From a dataset of Full USPTO retrosynthesis dataset with 1.9M reactions from patents (1976-2016). Predict the reactants needed to synthesize the given product. (1) Given the product [Cl:1][C:2]1[CH:7]=[CH:6][C:5]([C:8]2[CH:20]=[CH:19][C:11]3[S:12][C:13]([C:15]([OH:17])=[O:16])=[CH:14][C:10]=3[CH:9]=2)=[CH:4][CH:3]=1, predict the reactants needed to synthesize it. The reactants are: [Cl:1][C:2]1[CH:7]=[CH:6][C:5]([C:8]2[CH:20]=[CH:19][C:11]3[S:12][C:13]([C:15]([O:17]C)=[O:16])=[CH:14][C:10]=3[CH:9]=2)=[CH:4][CH:3]=1.O.[OH-].[Li+].O. (2) Given the product [C:1]([O-:4])([O-:3])=[O:2].[K+:5].[K+:5].[C:1](=[O:3])=[O:2], predict the reactants needed to synthesize it. The reactants are: [C:1]([O-:4])([O-:3])=[O:2].[K+:5].[K+]. (3) The reactants are: [CH3:1][S:2]([NH:5][CH2:6][C:7]1[C:15]2[S:14](=[O:17])(=[O:16])[N:13]=[C:12]([CH2:18][C:19]([OH:21])=O)[NH:11][C:10]=2[S:9][CH:8]=1)(=[O:4])=[O:3].F[P-](F)(F)(F)(F)F.N1([O:38][C:39](N(C)C)=[N+](C)C)C2N=CC=CC=2N=N1.CN1CCOCC1.C(OC(=O)[CH:57]([CH2:62][NH:63][CH2:64][C:65]1[CH:70]=[CH:69][C:68]([F:71])=[CH:67][CH:66]=1)[CH2:58][CH:59]([CH3:61])[CH3:60])C.[O-]CC.[Na+].C(O)C. Given the product [F:71][C:68]1[CH:67]=[CH:66][C:65]([CH2:64][N:63]2[CH2:62][CH:57]([CH2:58][CH:59]([CH3:60])[CH3:61])[C:19]([OH:21])=[C:18]([C:12]3[NH:11][C:10]4[S:9][CH:8]=[C:7]([CH2:6][NH:5][S:2]([CH3:1])(=[O:3])=[O:4])[C:15]=4[S:14](=[O:16])(=[O:17])[N:13]=3)[C:39]2=[O:38])=[CH:70][CH:69]=1, predict the reactants needed to synthesize it. (4) Given the product [CH2:1]([O:8][C:9]1[CH:14]=[C:13]([C:15]2[C:16]([NH:30][CH2:29][CH2:28][O:27][CH3:26])=[N:17][C:18]([C:21]([F:24])([F:23])[F:22])=[CH:19][CH:20]=2)[CH:12]=[CH:11][N:10]=1)[C:2]1[CH:7]=[CH:6][CH:5]=[CH:4][CH:3]=1, predict the reactants needed to synthesize it. The reactants are: [CH2:1]([O:8][C:9]1[CH:14]=[C:13]([C:15]2[C:16](Cl)=[N:17][C:18]([C:21]([F:24])([F:23])[F:22])=[CH:19][CH:20]=2)[CH:12]=[CH:11][N:10]=1)[C:2]1[CH:7]=[CH:6][CH:5]=[CH:4][CH:3]=1.[CH3:26][O:27][CH2:28][CH2:29][NH2:30]. (5) The reactants are: Br[C:2]1[N:3]=[C:4]([CH2:8][CH2:9][C:10]2[CH:19]=[CH:18][C:17]3[C:12](=[CH:13][CH:14]=[CH:15][CH:16]=3)[N:11]=2)[N:5]([CH3:7])[CH:6]=1.[S:20]1[CH:24]=[CH:23][C:22](B(O)O)=[CH:21]1.C([O-])([O-])=O.[Na+].[Na+]. Given the product [CH3:7][N:5]1[CH:6]=[C:2]([C:22]2[CH:23]=[CH:24][S:20][CH:21]=2)[N:3]=[C:4]1[CH2:8][CH2:9][C:10]1[CH:19]=[CH:18][C:17]2[C:12](=[CH:13][CH:14]=[CH:15][CH:16]=2)[N:11]=1, predict the reactants needed to synthesize it. (6) Given the product [CH2:23]([O:22][N:19]([CH2:18][CH:10]1[C:9](=[O:30])[N:8]([CH2:7][C:6]([OH:31])=[O:5])[C:13]2[CH:14]=[CH:15][CH:16]=[CH:17][C:12]=2[S:11]1)[CH:20]=[O:21])[C:24]1[CH:25]=[CH:26][CH:27]=[CH:28][CH:29]=1, predict the reactants needed to synthesize it. The reactants are: C([O:5][C:6](=[O:31])[CH2:7][N:8]1[C:13]2[CH:14]=[CH:15][CH:16]=[CH:17][C:12]=2[S:11][CH:10]([CH2:18][N:19]([O:22][CH2:23][C:24]2[CH:29]=[CH:28][CH:27]=[CH:26][CH:25]=2)[CH:20]=[O:21])[C:9]1=[O:30])(C)(C)C.C(O)(C(F)(F)F)=O.